Dataset: Full USPTO retrosynthesis dataset with 1.9M reactions from patents (1976-2016). Task: Predict the reactants needed to synthesize the given product. (1) Given the product [NH2:27][C:4]1[CH:3]=[C:2]([Cl:1])[CH:26]=[CH:25][C:5]=1[O:6][CH2:7][C:8]([N:10]1[CH2:15][CH2:14][N:13]([CH2:16][C:17]2[CH:22]=[CH:21][C:20]([F:23])=[CH:19][CH:18]=2)[CH2:12][C@H:11]1[CH3:24])=[O:9], predict the reactants needed to synthesize it. The reactants are: [Cl:1][C:2]1[CH:26]=[CH:25][C:5]([O:6][CH2:7][C:8]([N:10]2[CH2:15][CH2:14][N:13]([CH2:16][C:17]3[CH:22]=[CH:21][C:20]([F:23])=[CH:19][CH:18]=3)[CH2:12][C@H:11]2[CH3:24])=[O:9])=[C:4]([N+:27]([O-])=O)[CH:3]=1.[H][H]. (2) The reactants are: [CH3:1][O:2][C:3]1([C:9]2[CH:10]=[C:11](CBr)[CH:12]=[CH:13][CH:14]=2)[CH2:8][CH2:7][O:6][CH2:5][CH2:4]1.[SH:17][CH2:18][CH2:19][C:20]([O:22][CH3:23])=[O:21].[CH2:24]1CCN2C(=NCCC2)CC1. Given the product [CH3:1][O:2][C:3]1([CH:9]([C:10]2[CH:11]=[CH:12][CH:13]=[CH:14][CH:24]=2)[S:17][CH2:18][CH2:19][C:20]([O:22][CH3:23])=[O:21])[CH2:4][CH2:5][O:6][CH2:7][CH2:8]1, predict the reactants needed to synthesize it. (3) Given the product [OH:28][C:16]1[C:15]([CH2:14][CH2:13][O:12][CH2:11][P:5](=[O:4])([OH:10])[OH:6])=[C:23]([O:24][CH3:25])[C:22]([CH3:26])=[C:21]2[C:17]=1[C:18](=[O:27])[O:19][CH2:20]2, predict the reactants needed to synthesize it. The reactants are: C([O:4][P:5]([CH2:11][O:12][CH2:13][CH2:14][C:15]1[C:16]([O:28]CC[Si](C)(C)C)=[C:17]2[C:21](=[C:22]([CH3:26])[C:23]=1[O:24][CH3:25])[CH2:20][O:19][C:18]2=[O:27])(=[O:10])[O:6]C(C)C)(C)C.N1C(C)=CC=CC=1C.C[Si](Br)(C)C. (4) The reactants are: C([O:3][C:4]([C:6]1[N:10]([CH2:11][C:12]2[CH:17]=[CH:16][C:15](Br)=[CH:14][CH:13]=2)[C:9]2[CH:19]=[C:20](Br)[S:21][C:8]=2[CH:7]=1)=[O:5])C.[CH3:23][C:24]1[S:28][C:27]([Sn](C)(C)C)=[CH:26][CH:25]=1. Given the product [CH3:23][C:24]1[S:28][C:27]([C:20]2[S:21][C:8]3[CH:7]=[C:6]([C:4]([OH:3])=[O:5])[N:10]([CH2:11][C:12]4[CH:13]=[CH:14][C:15]([C:20]5[S:21][C:8]([CH3:7])=[CH:9][CH:19]=5)=[CH:16][CH:17]=4)[C:9]=3[CH:19]=2)=[CH:26][CH:25]=1, predict the reactants needed to synthesize it. (5) Given the product [C:1]([O:5][C:6]([N:8]1[CH2:11][CH:10]([C:12]2[C:21]([N:23]3[CH2:28][CH2:27][CH:26]([CH2:29][OH:30])[CH2:25][CH2:24]3)=[N:20][C:19]3[C:14](=[CH:15][CH:16]=[CH:17][CH:18]=3)[N:13]=2)[CH2:9]1)=[O:7])([CH3:4])([CH3:3])[CH3:2], predict the reactants needed to synthesize it. The reactants are: [C:1]([O:5][C:6]([N:8]1[CH2:11][CH:10]([C:12]2[C:21](Cl)=[N:20][C:19]3[C:14](=[CH:15][CH:16]=[CH:17][CH:18]=3)[N:13]=2)[CH2:9]1)=[O:7])([CH3:4])([CH3:3])[CH3:2].[NH:23]1[CH2:28][CH2:27][CH:26]([CH2:29][OH:30])[CH2:25][CH2:24]1.CCN(CC)CC. (6) Given the product [C:55]1([C:17]2[C:16]([C:28]([F:31])([F:29])[F:30])=[N:15][N:14]([CH2:13][C:12]([NH:11][C@H:10]([C:33]3[C:38]([C:39]4[CH:40]=[CH:41][C:42]([F:48])=[C:43]([CH:47]=4)[C:44]([NH2:46])=[O:45])=[CH:37][CH:36]=[CH:35][N:34]=3)[CH2:9][C:4]3[CH:5]=[C:6]([F:8])[CH:7]=[C:2]([F:1])[CH:3]=3)=[O:32])[CH:18]=2)[CH2:60][CH2:59][CH2:58][CH2:57][CH:56]=1, predict the reactants needed to synthesize it. The reactants are: [F:1][C:2]1[CH:3]=[C:4]([CH2:9][C@@H:10]([C:33]2[C:38]([C:39]3[CH:40]=[CH:41][C:42]([F:48])=[C:43]([CH:47]=3)[C:44]([NH2:46])=[O:45])=[CH:37][CH:36]=[CH:35][N:34]=2)[NH:11][C:12](=[O:32])[CH2:13][N:14]2[CH:18]=[C:17](B3OC(C)(C)C(C)(C)O3)[C:16]([C:28]([F:31])([F:30])[F:29])=[N:15]2)[CH:5]=[C:6]([F:8])[CH:7]=1.FC(F)(F)S(O[C:55]1[CH2:60][CH2:59][CH2:58][CH2:57][CH:56]=1)(=O)=O. (7) Given the product [CH3:1][C:2]1[N:6]([C:7]2[CH:8]=[CH:9][C:10]([N+:13]([O-:15])=[O:14])=[CH:11][CH:12]=2)[N:5]=[C:4]([C:16]([N:40]2[CH2:41][CH2:42][N:37]([CH3:36])[CH2:38][CH2:39]2)=[O:18])[N:3]=1, predict the reactants needed to synthesize it. The reactants are: [CH3:1][C:2]1[N:6]([C:7]2[CH:12]=[CH:11][C:10]([N+:13]([O-:15])=[O:14])=[CH:9][CH:8]=2)[N:5]=[C:4]([C:16]([OH:18])=O)[N:3]=1.CCN(C(C)C)C(C)C.C(OC(Cl)=O)C(C)C.[CH3:36][N:37]1[CH2:42][CH2:41][NH:40][CH2:39][CH2:38]1.